From a dataset of Peptide-MHC class I binding affinity with 185,985 pairs from IEDB/IMGT. Regression. Given a peptide amino acid sequence and an MHC pseudo amino acid sequence, predict their binding affinity value. This is MHC class I binding data. (1) The peptide sequence is SQIETGTPF. The binding affinity (normalized) is 0.837. The MHC is HLA-B15:01 with pseudo-sequence HLA-B15:01. (2) The peptide sequence is VRDVVMPAL. The MHC is HLA-A69:01 with pseudo-sequence HLA-A69:01. The binding affinity (normalized) is 0.0847.